From a dataset of Merck oncology drug combination screen with 23,052 pairs across 39 cell lines. Regression. Given two drug SMILES strings and cell line genomic features, predict the synergy score measuring deviation from expected non-interaction effect. (1) Drug 1: CN(Cc1cnc2nc(N)nc(N)c2n1)c1ccc(C(=O)NC(CCC(=O)O)C(=O)O)cc1. Drug 2: CCc1cnn2c(NCc3ccc[n+]([O-])c3)cc(N3CCCCC3CCO)nc12. Cell line: PA1. Synergy scores: synergy=-30.4. (2) Drug 1: CN1C(=O)C=CC2(C)C3CCC4(C)C(NC(=O)OCC(F)(F)F)CCC4C3CCC12. Drug 2: Cn1nnc2c(C(N)=O)ncn2c1=O. Cell line: HCT116. Synergy scores: synergy=-13.1. (3) Drug 1: O=P1(N(CCCl)CCCl)NCCCO1. Drug 2: O=C(O)C1(Cc2cccc(Nc3nccs3)n2)CCC(Oc2cccc(Cl)c2F)CC1. Cell line: UACC62. Synergy scores: synergy=15.6. (4) Drug 1: CCC1(O)C(=O)OCc2c1cc1n(c2=O)Cc2cc3c(CN(C)C)c(O)ccc3nc2-1. Drug 2: CNC(=O)c1cc(Oc2ccc(NC(=O)Nc3ccc(Cl)c(C(F)(F)F)c3)cc2)ccn1. Cell line: A427. Synergy scores: synergy=7.69. (5) Drug 1: N#Cc1ccc(Cn2cncc2CN2CCN(c3cccc(Cl)c3)C(=O)C2)cc1. Drug 2: CC1(c2nc3c(C(N)=O)cccc3[nH]2)CCCN1. Cell line: A2058. Synergy scores: synergy=6.14.